The task is: Predict the product of the given reaction.. This data is from Forward reaction prediction with 1.9M reactions from USPTO patents (1976-2016). (1) Given the reactants CON(C)[C:4]([C:6]1[CH:11]=[CH:10][N:9]=[C:8]([CH2:12][NH:13][C:14]([C:16]2[CH:25]=[C:24]([CH3:26])[C:23]3[C:18](=[C:19]([C:30]([F:33])([F:32])[F:31])[CH:20]=[C:21]([CH:27]4[CH2:29][CH2:28]4)[CH:22]=3)[N:17]=2)=[O:15])[CH:7]=1)=[O:5].C(O)(C(F)(F)F)=O, predict the reaction product. The product is: [CH:4]([C:6]1[CH:11]=[CH:10][N:9]=[C:8]([CH2:12][NH:13][C:14]([C:16]2[CH:25]=[C:24]([CH3:26])[C:23]3[C:18](=[C:19]([C:30]([F:32])([F:33])[F:31])[CH:20]=[C:21]([CH:27]4[CH2:28][CH2:29]4)[CH:22]=3)[N:17]=2)=[O:15])[CH:7]=1)=[O:5]. (2) Given the reactants [C:1]1([S:11]([OH:14])(=[O:13])=[O:12])[C:10]2[C:5](=[CH:6][CH:7]=[CH:8][CH:9]=2)[CH:4]=[CH:3][CH:2]=1.[CH2:15]=[O:16].[CH2:17]1[CH2:27][CH2:26][N:25]2[C:20](=[N:21][CH2:22][CH2:23][CH2:24]2)[CH2:19][CH2:18]1, predict the reaction product. The product is: [CH2:17]1[CH2:27][CH2:26][N:25]2[C:20](=[N:21][CH2:22][CH2:23][CH2:24]2)[CH2:19][CH2:18]1.[C:1]1([S:11]([OH:14])(=[O:12])=[O:13])[C:10]2[C:5](=[CH:6][CH:7]=[CH:8][CH:9]=2)[CH:4]=[CH:3][CH:2]=1.[CH2:15]=[O:16]. (3) Given the reactants COC(=O)C1C=[C:25]([C:27]([F:30])([F:29])[F:28])[CH:24]=[C:6]([C:7]([N:9]([C:11]2[CH:12]=[N:13][CH:14]=[CH:15][C:16]=2[C:17]2[CH:22]=[CH:21][CH:20]=[CH:19][C:18]=2[Cl:23])[CH3:10])=[O:8])[CH:5]=1.[CH3:32][Mg]Br.[C:35]([CH:38]([CH:40]([C:42]([O-])=O)O)[OH:39])([O-])=O.[K+].[Na+], predict the reaction product. The product is: [Cl:23][C:18]1[CH:19]=[CH:20][CH:21]=[CH:22][C:17]=1[C:16]1[CH:15]=[CH:14][N:13]=[CH:12][C:11]=1[N:9]([CH3:10])[C:7](=[O:8])[C:6]1[CH:24]=[C:25]([C:27]([F:28])([F:29])[F:30])[CH:42]=[C:40]([C:38]([OH:39])([CH3:35])[CH3:32])[CH:5]=1. (4) The product is: [CH3:1][C:2]1([CH3:15])[CH2:11][CH2:10][C:9]2[C:4](=[C:5]([CH3:14])[C:6]([CH3:13])=[C:7]([OH:12])[C:8]=2[CH2:24][CH:23]=[C:21]([CH3:22])[CH3:20])[O:3]1. Given the reactants [CH3:1][C:2]1([CH3:15])[CH2:11][CH2:10][C:9]2[C:4](=[C:5]([CH3:14])[C:6]([CH3:13])=[C:7]([OH:12])[CH:8]=2)[O:3]1.B(F)(F)F.[CH3:20][C:21](O)([CH:23]=[CH2:24])[CH3:22], predict the reaction product. (5) Given the reactants Br[C:2]1[CH:7]=[CH:6][C:5]([O:8][CH2:9][C:10]2[CH:15]=[CH:14][CH:13]=[CH:12][CH:11]=2)=[CH:4][CH:3]=1.C([Li])CCC.[O:21]=[C:22]1[N:26]([C:27]([O:29][C:30]([CH3:33])([CH3:32])[CH3:31])=[O:28])[C@H:25]([C:34]([O:36][CH3:37])=[O:35])[CH2:24][CH2:23]1, predict the reaction product. The product is: [CH3:33][C:30]([O:29][C:27]([NH:26][C@@H:25]([CH2:24][CH2:23][C:22](=[O:21])[C:2]1[CH:7]=[CH:6][C:5]([O:8][CH2:9][C:10]2[CH:15]=[CH:14][CH:13]=[CH:12][CH:11]=2)=[CH:4][CH:3]=1)[C:34]([O:36][CH3:37])=[O:35])=[O:28])([CH3:31])[CH3:32]. (6) Given the reactants [CH3:1][C:2]1[CH:7]=[CH:6][CH:5]=[CH:4][C:3]=1[C:8]1[O:12][N:11]=[CH:10][C:9]=1[C:13]([O:15]C)=[O:14].Cl, predict the reaction product. The product is: [CH3:1][C:2]1[CH:7]=[CH:6][CH:5]=[CH:4][C:3]=1[C:8]1[O:12][N:11]=[CH:10][C:9]=1[C:13]([OH:15])=[O:14]. (7) Given the reactants C([O:8][C:9]1[CH:18]=[C:17]2[C:12]([C:13]([NH:19][C:20]3[CH:25]=[C:24]([O:26][CH3:27])[CH:23]=[CH:22][C:21]=3[Cl:28])=[N:14][CH:15]=[N:16]2)=[C:11]([O:29][CH2:30][CH2:31][CH2:32][N:33]2[CH2:37][CH2:36][CH2:35][CH2:34]2)[CH:10]=1)C1C=CC=CC=1.C(O)C.[H][H], predict the reaction product. The product is: [Cl:28][C:21]1[CH:22]=[CH:23][C:24]([O:26][CH3:27])=[CH:25][C:20]=1[NH:19][C:13]1[C:12]2[C:17](=[CH:18][C:9]([OH:8])=[CH:10][C:11]=2[O:29][CH2:30][CH2:31][CH2:32][N:33]2[CH2:34][CH2:35][CH2:36][CH2:37]2)[N:16]=[CH:15][N:14]=1.